From a dataset of Reaction yield outcomes from USPTO patents with 853,638 reactions. Predict the reaction yield, written as a fraction of the theoretical maximum amount of product (1.0 means a 100% yield; for example, 0.34 means a 34% yield). (1) The reactants are [CH:1]1([C:5]2[C:13]([C:14]3[NH:18][CH:17]=[N:16][N:15]=3)=[CH:12][C:8]([C:9]([OH:11])=O)=[C:7]([CH3:19])[CH:6]=2)[CH2:4][CH2:3][CH2:2]1.Cl.[F:21][C:22]1([C:28]2[CH:35]=[CH:34][C:31]([C:32]#[N:33])=[CH:30][CH:29]=2)[CH2:27][CH2:26][NH:25][CH2:24][CH2:23]1.O.ON1C2C=CC=CC=2N=N1.Cl.C(N=C=NCCCN(C)C)C.CCN(C(C)C)C(C)C. The catalyst is C(OCC)(=O)C.CN(C=O)C. The product is [CH:1]1([C:5]2[C:13]([C:14]3[NH:18][CH:17]=[N:16][N:15]=3)=[CH:12][C:8]([C:9]([N:25]3[CH2:26][CH2:27][C:22]([C:28]4[CH:35]=[CH:34][C:31]([C:32]#[N:33])=[CH:30][CH:29]=4)([F:21])[CH2:23][CH2:24]3)=[O:11])=[C:7]([CH3:19])[CH:6]=2)[CH2:2][CH2:3][CH2:4]1. The yield is 0.560. (2) The reactants are [CH3:1][O:2][C:3](=[O:27])[C:4]1[C:9]([O:10]C(=O)C)=[C:8]([O:14][CH2:15][C:16]2[CH:21]=[CH:20][CH:19]=[CH:18][CH:17]=2)[C:7]([CH2:22][O:23]C(=O)C)=[N:6][CH:5]=1.[Cl-].[NH4+]. The catalyst is CO. The product is [CH3:1][O:2][C:3](=[O:27])[C:4]1[C:9]([OH:10])=[C:8]([O:14][CH2:15][C:16]2[CH:17]=[CH:18][CH:19]=[CH:20][CH:21]=2)[C:7]([CH2:22][OH:23])=[N:6][CH:5]=1. The yield is 0.640.